From a dataset of Forward reaction prediction with 1.9M reactions from USPTO patents (1976-2016). Predict the product of the given reaction. (1) Given the reactants [CH3:1][CH:2]([C:14]1[CH:36]=[CH:35][C:17]([CH2:18][O:19][CH2:20][CH2:21][O:22][CH2:23][CH2:24][O:25][CH2:26][CH2:27][O:28]C2CCCCO2)=[CH:16][CH:15]=1)[CH2:3][CH2:4][CH2:5][CH2:6][CH2:7][CH2:8][CH2:9][CH2:10][CH2:11][CH2:12][CH3:13].CC1C=CC(S(O)(=O)=O)=CC=1.O, predict the reaction product. The product is: [CH3:1][CH:2]([C:14]1[CH:36]=[CH:35][C:17]([CH2:18][O:19][CH2:20][CH2:21][O:22][CH2:23][CH2:24][O:25][CH2:26][CH2:27][OH:28])=[CH:16][CH:15]=1)[CH2:3][CH2:4][CH2:5][CH2:6][CH2:7][CH2:8][CH2:9][CH2:10][CH2:11][CH2:12][CH3:13]. (2) Given the reactants [CH2:1]([C:5]1[CH:10]=[CH:9][C:8]([C:11]2[O:15][N:14]=[C:13]([C:16]3[CH:17]=[CH:18][C:19](C=O)=[N:20][CH:21]=3)[N:12]=2)=[CH:7][CH:6]=1)[CH:2]([CH3:4])[CH3:3].C(C1C=CC(C2ON=C(C3N=CC([CH2:45][NH:46][CH:47]4[CH2:50][CH:49]([C:51]([OH:53])=[O:52])[CH2:48]4)=NC=3)N=2)=CC=1)C(C)C, predict the reaction product. The product is: [CH2:1]([C:5]1[CH:6]=[CH:7][C:8]([C:11]2[O:15][N:14]=[C:13]([C:16]3[CH:17]=[CH:18][C:19]([CH2:45][NH:46][C@@H:47]4[CH2:50][C@H:49]([C:51]([OH:53])=[O:52])[CH2:48]4)=[N:20][CH:21]=3)[N:12]=2)=[CH:9][CH:10]=1)[CH:2]([CH3:4])[CH3:3]. (3) Given the reactants C[O-].[Na+].CO[C:6]([C:8]1([NH:16][C:17](=[O:30])[CH2:18][C:19]2[CH:24]=[C:23]([CH:25]3[CH2:27][CH2:26]3)[C:22]([CH3:28])=[CH:21][C:20]=2[CH3:29])[CH2:13][CH2:12][N:11]([O:14][CH3:15])[CH2:10][CH2:9]1)=[O:7], predict the reaction product. The product is: [CH:25]1([C:23]2[C:22]([CH3:28])=[CH:21][C:20]([CH3:29])=[C:19]([C:18]3[C:17](=[O:30])[NH:16][C:8]4([CH2:9][CH2:10][N:11]([O:14][CH3:15])[CH2:12][CH2:13]4)[C:6]=3[OH:7])[CH:24]=2)[CH2:27][CH2:26]1. (4) The product is: [CH3:23][C:20]1([CH3:22])[C:19]([CH3:24])([CH3:25])[O:18][B:17]([C:14]2[CH:13]=[CH:12][C:11]([CH:33]3[CH2:38][CH2:37][N:36]([C:39]([O:41][C:42]([CH3:45])([CH3:44])[CH3:43])=[O:40])[CH2:35][CH2:34]3)=[CH:16][CH:15]=2)[O:21]1. Given the reactants C(OC1CCN([C:11]2[CH:16]=[CH:15][C:14]([B:17]3[O:21][C:20]([CH3:23])([CH3:22])[C:19]([CH3:25])([CH3:24])[O:18]3)=[CH:13][CH:12]=2)CC1)(=O)C.BrC1C=CC([CH:33]2[CH2:38][CH2:37][N:36]([C:39]([O:41][C:42]([CH3:45])([CH3:44])[CH3:43])=[O:40])[CH2:35][CH2:34]2)=CC=1, predict the reaction product. (5) Given the reactants [C:1]([O:5][C:6](=[O:33])[NH:7][CH2:8][CH2:9][CH2:10][N:11]1[C:20]2[CH:19]=[CH:18][C:17](I)=[CH:16][C:15]=2[C:14]2=[N:22][N:23]([CH:26]3[CH2:31][CH2:30][CH2:29][CH2:28][O:27]3)[C:24]([CH3:25])=[C:13]2[C:12]1=[O:32])([CH3:4])([CH3:3])[CH3:2].[C:34]([Si:36]([CH3:39])([CH3:38])[CH3:37])#[CH:35], predict the reaction product. The product is: [C:1]([O:5][C:6](=[O:33])[NH:7][CH2:8][CH2:9][CH2:10][N:11]1[C:20]2[CH:19]=[CH:18][C:17]([C:35]#[C:34][Si:36]([CH3:39])([CH3:38])[CH3:37])=[CH:16][C:15]=2[C:14]2=[N:22][N:23]([CH:26]3[CH2:31][CH2:30][CH2:29][CH2:28][O:27]3)[C:24]([CH3:25])=[C:13]2[C:12]1=[O:32])([CH3:4])([CH3:3])[CH3:2].